Binary Classification. Given a miRNA mature sequence and a target amino acid sequence, predict their likelihood of interaction. From a dataset of Experimentally validated miRNA-target interactions with 360,000+ pairs, plus equal number of negative samples. The miRNA is mmu-miR-5121 with sequence AGCUUGUGAUGAGACAUCUCC. The protein sequence of the target gene is MRTPQLALLQVFFLVFPDGVRPQPSSSPSGAVPTSLELQRGTDGGTLQSPSEATATRPAVPGLPTVVPTLVTPSAPGNRTVDLFPVLPICVCDLTPGACDINCCCDRDCYLLHPRTVFSFCLPGSVRSSSWVCVDNSVIFRSNSPFPSRVFMDSNGIRQFCVHVNNSNLNYFQKLQKVNATNFQALAAEFGGESFTSTFQTQSPPSFYRAGDPILTYFPKWSVISLLRQPAGVGAGGLCAESNPAGFLESKSTTCTRFFKNLASSCTLDSALNAASYYNFTVLKVPRSMTDPQNMEFQVP.... Result: 0 (no interaction).